This data is from Forward reaction prediction with 1.9M reactions from USPTO patents (1976-2016). The task is: Predict the product of the given reaction. (1) The product is: [CH3:20][C:9]1[N:10]([S:11]([C:14]2[CH:19]=[CH:18][CH:17]=[CH:16][CH:15]=2)(=[O:13])=[O:12])[C:5]2[C:6](=[N:7][C:2]([N:21]([C:30]([O:32][C:33]([CH3:36])([CH3:35])[CH3:34])=[O:31])[NH:22][C:23]([O:25][C:26]([CH3:27])([CH3:28])[CH3:29])=[O:24])=[CH:3][CH:4]=2)[CH:8]=1. Given the reactants Cl[C:2]1[N:7]=[C:6]2[CH:8]=[C:9]([CH3:20])[N:10]([S:11]([C:14]3[CH:19]=[CH:18][CH:17]=[CH:16][CH:15]=3)(=[O:13])=[O:12])[C:5]2=[CH:4][CH:3]=1.[NH:21]([C:30]([O:32][C:33]([CH3:36])([CH3:35])[CH3:34])=[O:31])[NH:22][C:23]([O:25][C:26]([CH3:29])([CH3:28])[CH3:27])=[O:24].C([O-])([O-])=O.[Cs+].[Cs+], predict the reaction product. (2) Given the reactants CCCCCCCCC.C1COCC1.C1(CO[CH2:20][C:21]2(O)[CH2:27][O:26][CH2:25][CH2:24][N:23]([C:28]([O:30][C:31]([CH3:34])([CH3:33])[CH3:32])=[O:29])[CH2:22]2)CC1.Br[C:37]1[CH:42]=[CH:41][CH:40]=[C:39]([CH3:43])[N:38]=1.C(=O)([O-])[O-].[K+].[K+], predict the reaction product. The product is: [CH3:43][C:39]1[N:38]=[C:37]([CH2:20][CH:21]2[CH2:27][O:26][CH2:25][CH2:24][N:23]([C:28]([O:30][C:31]([CH3:32])([CH3:33])[CH3:34])=[O:29])[CH2:22]2)[CH:42]=[CH:41][CH:40]=1. (3) Given the reactants [CH3:1][C:2]1[N:7]=[C:6]2[S:8][C:9]3[CH2:14][CH2:13][CH2:12][CH2:11][C:10]=3[C:5]2=[C:4]([C:15]2[CH:20]=[CH:19][C:18]([CH3:21])=[CH:17][CH:16]=2)[C:3]=1[CH:22]([CH2:28][CH:29]1[CH2:31][CH2:30]1)[C:23]([O:25]CC)=[O:24].[OH-].[Na+], predict the reaction product. The product is: [CH3:1][C:2]1[N:7]=[C:6]2[S:8][C:9]3[CH2:14][CH2:13][CH2:12][CH2:11][C:10]=3[C:5]2=[C:4]([C:15]2[CH:16]=[CH:17][C:18]([CH3:21])=[CH:19][CH:20]=2)[C:3]=1[CH:22]([CH2:28][CH:29]1[CH2:31][CH2:30]1)[C:23]([OH:25])=[O:24]. (4) Given the reactants C1(C(=[N:14][CH2:15][C:16]([CH3:27])([C:21]2[CH:26]=[CH:25][CH:24]=[CH:23][CH:22]=2)[C:17]([O:19]C)=[O:18])C2C=CC=CC=2)C=CC=CC=1.[ClH:28], predict the reaction product. The product is: [ClH:28].[NH2:14][CH2:15][C:16]([CH3:27])([C:21]1[CH:26]=[CH:25][CH:24]=[CH:23][CH:22]=1)[C:17]([OH:19])=[O:18]. (5) Given the reactants [CH3:1][C:2]1[C:10]2[N:9]=[C:8]([C:11]3[CH:16]=[CH:15][C:14]([CH:17]([CH3:19])[CH3:18])=[CH:13][CH:12]=3)[NH:7][C:6]=2[C:5]([O:20][CH3:21])=[CH:4][CH:3]=1.Br[CH2:23][CH2:24][O:25][CH3:26], predict the reaction product. The product is: [CH3:1][C:2]1[C:10]2[N:9]=[C:8]([C:11]3[CH:16]=[CH:15][C:14]([CH:17]([CH3:19])[CH3:18])=[CH:13][CH:12]=3)[N:7]([CH2:23][CH2:24][O:25][CH3:26])[C:6]=2[C:5]([O:20][CH3:21])=[CH:4][CH:3]=1. (6) Given the reactants Cl[CH2:2][CH2:3][CH2:4][CH2:5][N:6]1[C:10]2[CH:11]=[CH:12][CH:13]=[CH:14][C:9]=2[N:8]=[CH:7]1.[Cl:15][C:16]1[CH:17]=[C:18](N2CCCCC2)[CH:19]=[CH:20][CH:21]=1.C([N:31]([CH:34]([CH3:36])C)[CH2:32][CH3:33])(C)C.[I-].[K+].[C:39](#N)C, predict the reaction product. The product is: [N:6]1([CH2:5][CH2:4][CH2:3][CH2:2][N:31]2[CH2:32][CH2:33][CH:39]([C:18]3[CH:19]=[CH:20][CH:21]=[C:16]([Cl:15])[CH:17]=3)[CH2:36][CH2:34]2)[C:10]2[CH:11]=[CH:12][CH:13]=[CH:14][C:9]=2[N:8]=[CH:7]1. (7) The product is: [N:22]([CH2:3][C:4]1[N:5]([CH2:18][CH:19]([CH3:21])[CH3:20])[C:6]2[C:15]3[CH:14]=[CH:13][CH:12]=[CH:11][C:10]=3[N:9]=[C:8]([NH2:16])[C:7]=2[N:17]=1)=[N+:23]=[N-:24]. Given the reactants Cl.Cl[CH2:3][C:4]1[N:5]([CH2:18][CH:19]([CH3:21])[CH3:20])[C:6]2[C:15]3[CH:14]=[CH:13][CH:12]=[CH:11][C:10]=3[N:9]=[C:8]([NH2:16])[C:7]=2[N:17]=1.[N-:22]=[N+:23]=[N-:24].[Li+], predict the reaction product. (8) Given the reactants [NH2:1][C:2]1[CH:7]=[CH:6][C:5]([Cl:8])=[CH:4][C:3]=1[C:9]([C:11]1[CH:16]=[CH:15][CH:14]=[C:13]([O:17][CH3:18])[C:12]=1[O:19]C)=[O:10].O.O.O.O.O.O.O.[Cl-].[Ce+3].[Cl-].[Cl-].[I-].[Na+], predict the reaction product. The product is: [NH2:1][C:2]1[CH:7]=[CH:6][C:5]([Cl:8])=[CH:4][C:3]=1[C:9]([C:11]1[CH:16]=[CH:15][CH:14]=[C:13]([O:17][CH3:18])[C:12]=1[OH:19])=[O:10].